This data is from Forward reaction prediction with 1.9M reactions from USPTO patents (1976-2016). The task is: Predict the product of the given reaction. (1) The product is: [NH2:1][C:4]1[C:5]2[NH:12][CH:11]=[C:10]([C@H:13]3[C@H:17]([OH:18])[C@H:16]([O:19][C:20](=[O:33])[C@@H:21]([NH:25][C:26]([O:28][C:29]([CH3:31])([CH3:30])[CH3:32])=[O:27])[CH:22]([CH3:24])[CH3:23])[C@@H:15]([CH2:34][O:35][C:36]([C:49]4[CH:54]=[CH:53][CH:52]=[CH:51][CH:50]=4)([C:43]4[CH:48]=[CH:47][CH:46]=[CH:45][CH:44]=4)[C:37]4[CH:38]=[CH:39][CH:40]=[CH:41][CH:42]=4)[N:14]3[C:55]([O:57][C:58]([CH3:59])([CH3:60])[CH3:61])=[O:56])[C:6]=2[N:7]=[CH:8][N:9]=1. Given the reactants [N:1]([C:4]1[C:5]2[NH:12][CH:11]=[C:10]([C@H:13]3[C@H:17]([OH:18])[C@H:16]([O:19][C:20](=[O:33])[C@@H:21]([NH:25][C:26]([O:28][C:29]([CH3:32])([CH3:31])[CH3:30])=[O:27])[CH:22]([CH3:24])[CH3:23])[C@@H:15]([CH2:34][O:35][C:36]([C:49]4[CH:54]=[CH:53][CH:52]=[CH:51][CH:50]=4)([C:43]4[CH:48]=[CH:47][CH:46]=[CH:45][CH:44]=4)[C:37]4[CH:42]=[CH:41][CH:40]=[CH:39][CH:38]=4)[N:14]3[C:55]([O:57][C:58]([CH3:61])([CH3:60])[CH3:59])=[O:56])[C:6]=2[N:7]=[CH:8][N:9]=1)=[N+]=[N-].NC1C2NC=C([C@H]3[C@H](OC(=O)[C@@H](NC(OC(C)(C)C)=O)C(C)C)[C@H](O)[C@@H](COC(C4C=CC=CC=4)(C4C=CC=CC=4)C4C=CC=CC=4)N3C(OC(C)(C)C)=O)C=2N=CN=1, predict the reaction product. (2) Given the reactants C([O-])([O-])=O.[K+].[K+].Cl[CH2:8][C:9]1[CH:14]=[CH:13][C:12]([CH2:15][Cl:16])=[CH:11][CH:10]=1.[CH3:17][N:18]([CH3:37])[C:19]1[CH:24]=[CH:23][C:22]([C:25]2[O:26][C:27]3[C:32]([C:33](=[O:36])[C:34]=2[OH:35])=[CH:31][CH:30]=[CH:29][CH:28]=3)=[CH:21][CH:20]=1, predict the reaction product. The product is: [Cl:16][CH2:15][C:12]1[CH:13]=[CH:14][C:9]([CH2:8][O:35][C:34]2[C:33](=[O:36])[C:32]3[C:27](=[CH:28][CH:29]=[CH:30][CH:31]=3)[O:26][C:25]=2[C:22]2[CH:21]=[CH:20][C:19]([N:18]([CH3:37])[CH3:17])=[CH:24][CH:23]=2)=[CH:10][CH:11]=1. (3) The product is: [CH3:16][O:15][C:11]1[C:10]([N+:17]([O-:19])=[O:18])=[C:9]([CH:14]=[CH:13][CH:12]=1)[NH2:8]. Given the reactants C(OC([NH:8][C:9]1[CH:14]=[CH:13][CH:12]=[C:11]([O:15][CH3:16])[C:10]=1[N+:17]([O-:19])=[O:18])=O)(C)(C)C.FC(F)(F)C(O)=O, predict the reaction product. (4) The product is: [Br:1][C:2]1[CH:3]=[C:4]2[C:9](=[CH:10][C:11]=1[OH:12])[O:8][C:7](=[O:13])[CH2:6][CH:5]2[CH2:14][O:50][C:48](=[O:49])[CH2:47][CH2:46][CH2:45][CH2:44][CH2:43][CH2:42][CH2:41][CH2:40][CH2:39][CH2:38][CH2:37][N:34]=[N+:35]=[N-:36]. Given the reactants [Br:1][C:2]1[CH:3]=[C:4]2[C:9](=[CH:10][C:11]=1[OH:12])[O:8][C:7](=[O:13])[CH2:6][CH:5]2[CH2:14]Cl.C1(C)C=CC=CC=1.N12CCCN=C1CCCCC2.[N:34]([CH2:37][CH2:38][CH2:39][CH2:40][CH2:41][CH2:42][CH2:43][CH2:44][CH2:45][CH2:46][CH2:47][C:48]([OH:50])=[O:49])=[N+:35]=[N-:36], predict the reaction product. (5) Given the reactants [C:1]([C:3]1[CH:4]=[CH:5][C:6]([N:12]2[CH2:17][CH2:16][CH2:15][C@@H:14]([NH:18][C:19](=[O:25])OC(C)(C)C)[CH2:13]2)=[C:7]2[C:11]=1[NH:10][CH:9]=[CH:8]2)#[N:2].C(O)(C(F)(F)F)=O.CN(C(ON1N=NC2C=CC=NC1=2)=[N+](C)C)C.F[P-](F)(F)(F)(F)F.[CH3:57][C:58]1[O:59][CH:60]=[C:61](C(O)=O)[N:62]=1, predict the reaction product. The product is: [C:1]([C:3]1[CH:4]=[CH:5][C:6]([N:12]2[CH2:17][CH2:16][CH2:15][C@@H:14]([NH:18][C:19]([C:61]3[N:62]=[C:58]([CH3:57])[O:59][CH:60]=3)=[O:25])[CH2:13]2)=[C:7]2[C:11]=1[NH:10][CH:9]=[CH:8]2)#[N:2]. (6) Given the reactants [O:1]=[C:2]1[C:10]2[C:5](=[CH:6][CH:7]=[CH:8][CH:9]=2)[C:4](=[O:11])[N:3]1[CH2:12][CH:13]([NH:17][C:18](=[O:24])[O:19][C:20]([CH3:23])([CH3:22])[CH3:21])[CH2:14][S:15][CH3:16].OOS([O-])=O.[K+].[OH2:31].C[OH:33], predict the reaction product. The product is: [O:11]=[C:4]1[C:5]2[C:10](=[CH:9][CH:8]=[CH:7][CH:6]=2)[C:2](=[O:1])[N:3]1[CH2:12][CH:13]([NH:17][C:18](=[O:24])[O:19][C:20]([CH3:21])([CH3:23])[CH3:22])[CH2:14][S:15]([CH3:16])(=[O:33])=[O:31]. (7) Given the reactants [O:1]1[CH2:5][CH2:4][O:3][CH:2]1[C:6]1[CH:10]=[CH:9][S:8][C:7]=1[C:11]#[N:12].Cl.[NH2:14][OH:15].C(=O)([O-])[O-].[Na+].[Na+], predict the reaction product. The product is: [O:1]1[CH2:5][CH2:4][O:3][CH:2]1[C:6]1[CH:10]=[CH:9][S:8][C:7]=1[C:11](=[N:14][OH:15])[NH2:12].